Task: Predict the reactants needed to synthesize the given product.. Dataset: Full USPTO retrosynthesis dataset with 1.9M reactions from patents (1976-2016) (1) Given the product [C:13]1([CH2:12][N:6]2[CH2:5][CH:4]([NH2:3])[C:8]3([CH2:9][CH2:10]3)[CH2:7]2)[CH:14]=[CH:15][CH:16]=[CH:17][CH:18]=1, predict the reactants needed to synthesize it. The reactants are: CO/[N:3]=[C:4]1\[CH2:5][N:6]([CH2:12][C:13]2[CH:18]=[CH:17][CH:16]=[CH:15][CH:14]=2)[C:7](=O)[C:8]2\1[CH2:10][CH2:9]2.[H-].[Al+3].[Li+].[H-].[H-].[H-].[OH-].[Na+]. (2) Given the product [CH2:16]([O:15][C:3]1[CH:4]=[C:5]([CH:10]=[C:11]([O:12][CH2:13][CH3:14])[C:2]=1[C:26]1[CH:27]=[N:28][O:29][CH:30]=1)[C:6]([O:8][CH3:9])=[O:7])[CH3:17], predict the reactants needed to synthesize it. The reactants are: Br[C:2]1[C:11]([O:12][CH2:13][CH3:14])=[CH:10][C:5]([C:6]([O:8][CH3:9])=[O:7])=[CH:4][C:3]=1[O:15][CH2:16][CH3:17].CC1(C)C(C)(C)OB([C:26]2[CH:27]=[N:28][O:29][CH:30]=2)O1.P([O-])([O-])([O-])=O.[K+].[K+].[K+].C1(P(C2CCCCC2)C2C=CC=CC=2C2C(OC)=CC=CC=2OC)CCCCC1. (3) The reactants are: [CH2:1]([O:8][C:9]1[C:14](=[O:15])[N:13]2[CH:16]=[C:17]([N:20]3[CH2:25][CH2:24][O:23][CH2:22][CH2:21]3)[CH:18]=[CH:19][C:12]2=[N:11][C:10]=1[C:26]([NH:28][OH:29])=[NH:27])[C:2]1[CH:7]=[CH:6][CH:5]=[CH:4][CH:3]=1.[Cl:30][C:31]1[CH:32]=[C:33]([CH2:38][C:39](Cl)=O)[CH:34]=[CH:35][C:36]=1[Cl:37]. Given the product [CH2:1]([O:8][C:9]1[C:14](=[O:15])[N:13]2[CH:16]=[C:17]([N:20]3[CH2:21][CH2:22][O:23][CH2:24][CH2:25]3)[CH:18]=[CH:19][C:12]2=[N:11][C:10]=1[C:26]1[N:27]=[C:39]([CH2:38][C:33]2[CH:34]=[CH:35][C:36]([Cl:37])=[C:31]([Cl:30])[CH:32]=2)[O:29][N:28]=1)[C:2]1[CH:7]=[CH:6][CH:5]=[CH:4][CH:3]=1, predict the reactants needed to synthesize it. (4) Given the product [NH2:1][C:2]1[C:7]([C:8]#[N:9])=[C:6]([C:10]2[N:11]=[C:12]([Br:15])[S:13][CH:14]=2)[C:5]([C:16]#[N:17])=[C:4]([S:18][CH2:20][C:21]2[N:22]=[C:23]([C:26]3[CH:31]=[CH:30][C:29]([Cl:32])=[CH:28][CH:27]=3)[S:24][CH:25]=2)[N:3]=1, predict the reactants needed to synthesize it. The reactants are: [NH2:1][C:2]1[C:7]([C:8]#[N:9])=[C:6]([C:10]2[N:11]=[C:12]([Br:15])[S:13][CH:14]=2)[C:5]([C:16]#[N:17])=[C:4]([SH:18])[N:3]=1.Cl[CH2:20][C:21]1[N:22]=[C:23]([C:26]2[CH:31]=[CH:30][C:29]([Cl:32])=[CH:28][CH:27]=2)[S:24][CH:25]=1.C(=O)(O)[O-].[Na+].O. (5) Given the product [Cl:1][C:33]1[CH:32]=[CH:37][C:36]([NH:16][CH2:9][CH:10]2[CH2:11][CH2:12][N:13]([C:18]3[C:19]4[CH:26]=[CH:25][NH:24][C:20]=4[N:21]=[CH:22][N:23]=3)[CH2:14][CH2:15]2)=[CH:35][CH:34]=1, predict the reactants needed to synthesize it. The reactants are: [ClH:1].ClC1C=CC([CH:9]([NH2:16])[CH:10]2[CH2:15][CH2:14][NH:13][CH2:12][CH2:11]2)=CC=1.Cl[C:18]1[C:19]2[CH:26]=[CH:25][NH:24][C:20]=2[N:21]=[CH:22][N:23]=1.C(N([CH2:32][CH3:33])CC)C.[CH2:34](O)[CH2:35][CH2:36][CH3:37]. (6) Given the product [F:8][C:6]1[CH:5]=[C:4]([CH2:9][C@@H:10]([C:27]2[C:32]([C:33]3[CH:34]=[CH:35][C:36]([F:42])=[C:37]([CH:41]=3)[C:38]([NH2:40])=[O:39])=[CH:31][CH:30]=[CH:29][N:28]=2)[NH:11][C:12](=[O:26])[CH2:13][N:14]2[C:18]([C:19]([F:21])([F:22])[F:20])=[C:17]3[CH2:23][N:24]([CH3:45])[CH2:25][C:16]3=[N:15]2)[CH:3]=[C:2]([F:1])[CH:7]=1, predict the reactants needed to synthesize it. The reactants are: [F:1][C:2]1[CH:3]=[C:4]([CH2:9][C@@H:10]([C:27]2[C:32]([C:33]3[CH:34]=[CH:35][C:36]([F:42])=[C:37]([CH:41]=3)[C:38]([NH2:40])=[O:39])=[CH:31][CH:30]=[CH:29][N:28]=2)[NH:11][C:12](=[O:26])[CH2:13][N:14]2[C:18]([C:19]([F:22])([F:21])[F:20])=[C:17]3[CH2:23][NH:24][CH2:25][C:16]3=[N:15]2)[CH:5]=[C:6]([F:8])[CH:7]=1.C=O.[C:45]([BH3-])#N.[Na+]. (7) Given the product [CH3:1][O:2][CH2:3][C:4]1[N:5]=[C:6]([NH:9][C:10](=[O:16])[O:11][C:12]([CH3:13])([CH3:15])[CH3:14])[S:7][C:8]=1[Sn:26]([CH2:27][CH2:28][CH2:29][CH3:30])([CH2:31][CH2:32][CH2:33][CH3:34])[CH2:22][CH2:23][CH2:24][CH3:25], predict the reactants needed to synthesize it. The reactants are: [CH3:1][O:2][CH2:3][C:4]1[N:5]=[C:6]([NH:9][C:10](=[O:16])[O:11][C:12]([CH3:15])([CH3:14])[CH3:13])[S:7][CH:8]=1.[Li]CCCC.[CH2:22]([Sn:26](Cl)([CH2:31][CH2:32][CH2:33][CH3:34])[CH2:27][CH2:28][CH2:29][CH3:30])[CH2:23][CH2:24][CH3:25]. (8) Given the product [N:27]([CH2:21][CH2:20][CH2:19][O:18][C:15]1[CH:16]=[CH:17][C:12]([CH2:11][CH:5]([CH2:1][CH2:2][CH2:3][CH3:4])[C:6]([O:8][CH2:9][CH3:10])=[O:7])=[CH:13][CH:14]=1)=[N+:28]=[N-:29], predict the reactants needed to synthesize it. The reactants are: [CH2:1]([CH:5]([CH2:11][C:12]1[CH:17]=[CH:16][C:15]([O:18][CH2:19][CH2:20][CH2:21]OS(C)(=O)=O)=[CH:14][CH:13]=1)[C:6]([O:8][CH2:9][CH3:10])=[O:7])[CH2:2][CH2:3][CH3:4].[N-:27]=[N+:28]=[N-:29].[Na+]. (9) Given the product [OH:13][C:11]([CH3:22])([CH3:12])[CH2:10][O:9][C:8]1[CH:7]=[CH:6][C:5]([N:23]2[CH2:27][CH2:26][C:25]([CH3:40])([O:28][C:29]3[CH:30]=[CH:31][C:32]([O:35][C:36]([F:38])([F:39])[F:37])=[CH:33][CH:34]=3)[C:24]2=[O:41])=[CH:4][C:3]=1[O:2][CH3:1], predict the reactants needed to synthesize it. The reactants are: [CH3:1][O:2][C:3]1[CH:4]=[C:5]([N:23]2[CH2:27][CH2:26][C:25]([CH3:40])([O:28][C:29]3[CH:34]=[CH:33][C:32]([O:35][C:36]([F:39])([F:38])[F:37])=[CH:31][CH:30]=3)[C:24]2=[O:41])[CH:6]=[CH:7][C:8]=1[O:9][CH2:10][C:11]([CH3:22])([O:13]COCC[Si](C)(C)C)[CH3:12].C(O)(C(F)(F)F)=O.